The task is: Predict which catalyst facilitates the given reaction.. This data is from Catalyst prediction with 721,799 reactions and 888 catalyst types from USPTO. (1) Reactant: [C:1]([OH:9])(=O)[CH2:2][O:3][CH2:4][CH2:5][CH2:6][CH3:7].C(N(CC)CC)C.C(Cl)CCl.[NH2:21][C@@H:22]([CH2:31][N:32]1[CH2:37][CH2:36][O:35][CH2:34][CH2:33]1)[C@H:23]([C:25]1[CH:30]=[CH:29][CH:28]=[CH:27][CH:26]=1)[OH:24]. Product: [C:1]([NH:21][C@@H:22]([CH2:31][N:32]1[CH2:33][CH2:34][O:35][CH2:36][CH2:37]1)[C@H:23]([C:25]1[CH:26]=[CH:27][CH:28]=[CH:29][CH:30]=1)[OH:24])(=[O:9])[CH2:2][O:3][CH2:4][CH2:5][CH2:6][CH3:7]. The catalyst class is: 2. (2) Reactant: [CH3:1][O:2][C:3]1[CH:12]=[C:11]2[C:6]([C:7]([O:13][CH2:14][C:15]3[N:19]4[CH:20]=[C:21]([C:24]5[CH2:29][CH2:28][N:27](C(OC(C)(C)C)=O)[CH2:26][CH:25]=5)[CH:22]=[CH:23][C:18]4=[N:17][N:16]=3)=[CH:8][CH:9]=[N:10]2)=[CH:5][CH:4]=1.Cl.C(N(CC)CC)C. Product: [CH3:1][O:2][C:3]1[CH:12]=[C:11]2[C:6]([C:7]([O:13][CH2:14][C:15]3[N:19]4[CH:20]=[C:21]([C:24]5[CH2:29][CH2:28][NH:27][CH2:26][CH:25]=5)[CH:22]=[CH:23][C:18]4=[N:17][N:16]=3)=[CH:8][CH:9]=[N:10]2)=[CH:5][CH:4]=1. The catalyst class is: 5. (3) Reactant: [OH:1][C:2]1[N:9]=[C:8]([C:10]([F:13])([F:12])[F:11])[CH:7]=[CH:6][C:3]=1[C:4]#[N:5].C(N(CC)CC)C.[S:21](O[S:21]([C:24]([F:27])([F:26])[F:25])(=[O:23])=[O:22])([C:24]([F:27])([F:26])[F:25])(=[O:23])=[O:22]. Product: [F:25][C:24]([F:27])([F:26])[S:21]([O:1][C:2]1[C:3]([C:4]#[N:5])=[CH:6][CH:7]=[C:8]([C:10]([F:13])([F:11])[F:12])[N:9]=1)(=[O:23])=[O:22]. The catalyst class is: 4. (4) Product: [CH3:1][O:2][C:3]([C@@H:5]1[C@@H:10]2[C@H:6]1[CH2:7][CH2:8][C@@:9]2([NH:14][C:15]([O:17][C:18]([CH3:21])([CH3:20])[CH3:19])=[O:16])[C:11]([OH:13])=[O:12])=[O:4]. The catalyst class is: 38. Reactant: [CH3:1][O:2][C:3]([C@@H:5]1[C@@H:10]2[C@H:6]1[CH2:7][CH2:8][C@@:9]2([NH2:14])[C:11]([OH:13])=[O:12])=[O:4].[C:15](O[C:15]([O:17][C:18]([CH3:21])([CH3:20])[CH3:19])=[O:16])([O:17][C:18]([CH3:21])([CH3:20])[CH3:19])=[O:16].C(=O)([O-])[O-].[K+].[K+].Cl. (5) Reactant: [NH2:1][C:2]1[CH:7]=[CH:6][CH:5]=[CH:4][C:3]=1[CH2:8][CH2:9][C:10]1[NH:11][C:12]([CH2:32][C:33]([O:35][CH3:36])=[O:34])=[C:13]([C:28]([O:30][CH3:31])=[O:29])[CH:14]([C:20]2[C:25]([Cl:26])=[CH:24][CH:23]=[CH:22][C:21]=2[Cl:27])[C:15]=1[C:16]([O:18][CH3:19])=[O:17].C(N(CC)CC)C.[F:44][C:45]([F:58])([F:57])[S:46](O[S:46]([C:45]([F:58])([F:57])[F:44])(=[O:48])=[O:47])(=[O:48])=[O:47]. Product: [Cl:27][C:21]1[CH:22]=[CH:23][CH:24]=[C:25]([Cl:26])[C:20]=1[CH:14]1[C:15]([C:16]([O:18][CH3:19])=[O:17])=[C:10]([CH2:9][CH2:8][C:3]2[CH:4]=[CH:5][CH:6]=[CH:7][C:2]=2[NH:1][S:46]([C:45]([F:58])([F:57])[F:44])(=[O:48])=[O:47])[NH:11][C:12]([CH2:32][C:33]([O:35][CH3:36])=[O:34])=[C:13]1[C:28]([O:30][CH3:31])=[O:29]. The catalyst class is: 4. (6) Reactant: [Br:1][C:2]1[CH:7]=[CH:6][C:5]([NH2:8])=[C:4]([C:9]2[CH2:14][CH2:13][C:12]([CH3:16])([CH3:15])[CH2:11][CH:10]=2)[CH:3]=1.[K+].[C:18]([C:20]1[N:21]=[C:22]([C:33]([O-])=[O:34])[N:23]([CH2:25][O:26][CH2:27][CH2:28][Si:29]([CH3:32])([CH3:31])[CH3:30])[CH:24]=1)#[N:19].C1CN([P+](Br)(N2CCCC2)N2CCCC2)CC1.F[P-](F)(F)(F)(F)F.CCN(C(C)C)C(C)C. Product: [Br:1][C:2]1[CH:7]=[CH:6][C:5]([NH:8][C:33]([C:22]2[N:23]([CH2:25][O:26][CH2:27][CH2:28][Si:29]([CH3:32])([CH3:31])[CH3:30])[CH:24]=[C:20]([C:18]#[N:19])[N:21]=2)=[O:34])=[C:4]([C:9]2[CH2:14][CH2:13][C:12]([CH3:16])([CH3:15])[CH2:11][CH:10]=2)[CH:3]=1. The catalyst class is: 31. (7) Reactant: [N:1]1([CH2:7][CH2:8][O:9][C:10]2[CH:15]=[CH:14][C:13]([C:16]3[C:24]4[C:19](=[CH:20][CH:21]=[C:22]([C:25]#[N:26])[CH:23]=4)[NH:18][N:17]=3)=[CH:12][CH:11]=2)[CH2:6][CH2:5][O:4][CH2:3][CH2:2]1.[N:27]([Sn](CCCC)(CCCC)CCCC)=[N+:28]=[N-:29]. Product: [NH:27]1[C:25]([C:22]2[CH:23]=[C:24]3[C:19](=[CH:20][CH:21]=2)[NH:18][N:17]=[C:16]3[C:13]2[CH:12]=[CH:11][C:10]([O:9][CH2:8][CH2:7][N:1]3[CH2:6][CH2:5][O:4][CH2:3][CH2:2]3)=[CH:15][CH:14]=2)=[N:26][N:29]=[N:28]1. The catalyst class is: 11.